From a dataset of hERG Central: cardiac toxicity at 1µM, 10µM, and general inhibition. Predict hERG channel inhibition at various concentrations. The compound is CCCCN(C)S(=O)(=O)c1cc(Br)cc2c1N(C(=O)C1CC1)CC2. Results: hERG_inhib (hERG inhibition (general)): blocker.